Dataset: Forward reaction prediction with 1.9M reactions from USPTO patents (1976-2016). Task: Predict the product of the given reaction. (1) The product is: [CH3:23][N:16]([C@@H:14]([C:6]1[O:7][C:8]2[CH:13]=[CH:12][CH:11]=[CH:10][C:9]=2[C:5]=1[CH2:3][CH3:4])[CH3:15])[S@@:17]([C:19]([CH3:20])([CH3:22])[CH3:21])=[O:18]. Given the reactants [H-].[Na+].[CH2:3]([C:5]1[C:9]2[CH:10]=[CH:11][CH:12]=[CH:13][C:8]=2[O:7][C:6]=1[CH:14]([NH:16][S@@:17]([C:19]([CH3:22])([CH3:21])[CH3:20])=[O:18])[CH3:15])[CH3:4].[CH3:23]I, predict the reaction product. (2) Given the reactants CS(C)=O.[I-].C[S+](C)(C)=O.[CH3:11]C(C)([O-])C.[K+].[CH:17]1([C@H:21]([NH:23][C:24]2[N:32]=[C:31]([C:33]#[N:34])[N:30]=[C:29]3[C:25]=2[N:26]([CH2:43][C@H:44]2[CH2:49][CH2:48][C@H:47]([CH3:50])[CH2:46][CH2:45]2)[C:27]([C:35]([C:37]2[CH:42]=[CH:41][CH:40]=[CH:39][CH:38]=2)=[CH2:36])=[N:28]3)[CH3:22])[CH2:20][CH2:19][CH2:18]1, predict the reaction product. The product is: [CH:17]1([C@H:21]([NH:23][C:24]2[N:32]=[C:31]([C:33]#[N:34])[N:30]=[C:29]3[C:25]=2[N:26]([CH2:43][C@H:44]2[CH2:49][CH2:48][C@H:47]([CH3:50])[CH2:46][CH2:45]2)[C:27]([C:35]2([C:37]4[CH:42]=[CH:41][CH:40]=[CH:39][CH:38]=4)[CH2:11][CH2:36]2)=[N:28]3)[CH3:22])[CH2:18][CH2:19][CH2:20]1. (3) Given the reactants C([O:3][C:4](=[O:29])[C:5]([C:27]#[N:28])=[CH:6][C:7]1[CH:12]=[CH:11][C:10]([O:13][CH2:14][CH2:15][C:16]2[CH:21]=[CH:20][C:19]([O:22][S:23]([CH3:26])(=[O:25])=[O:24])=[CH:18][CH:17]=2)=[CH:9][CH:8]=1)C.[OH-].[Li+].CO, predict the reaction product. The product is: [C:27]([C:5](=[CH:6][C:7]1[CH:8]=[CH:9][C:10]([O:13][CH2:14][CH2:15][C:16]2[CH:21]=[CH:20][C:19]([O:22][S:23]([CH3:26])(=[O:25])=[O:24])=[CH:18][CH:17]=2)=[CH:11][CH:12]=1)[C:4]([OH:29])=[O:3])#[N:28].[C:27]([C:5](=[CH:6][C:7]1[CH:12]=[CH:11][C:10]([O:13][CH2:14][CH2:15][C:16]2[CH:21]=[CH:20][C:19]([OH:22])=[CH:18][CH:17]=2)=[CH:9][CH:8]=1)[C:4]([OH:29])=[O:3])#[N:28]. (4) Given the reactants [N:1]([C:4]12[CH2:13][CH:8]3[CH2:9][CH:10]([CH2:12][CH:6]([CH2:7]3)[CH2:5]1)[CH2:11]2)=[N+:2]=[N-:3].[CH3:14][N:15]([CH2:19][C:20]1[S:21][CH:22]=[CH:23][CH:24]=1)[CH2:16][C:17]#[CH:18].O=C1O[C@H]([C@H](CO)O)C([O-])=C1O.[Na+], predict the reaction product. The product is: [C:4]12([N:1]3[CH:18]=[C:17]([CH2:16][N:15]([CH3:14])[CH2:19][C:20]4[S:21][CH:22]=[CH:23][CH:24]=4)[N:3]=[N:2]3)[CH2:5][CH:6]3[CH2:12][CH:10]([CH2:9][CH:8]([CH2:7]3)[CH2:13]1)[CH2:11]2. (5) Given the reactants [NH:1]1[C:9]2[C:4](=[CH:5][CH:6]=[CH:7][CH:8]=2)[CH:3]=[CH:2]1.[C:10]1([S:16](Cl)(=[O:18])=[O:17])[CH:15]=[CH:14][CH:13]=[CH:12][CH:11]=1.[OH-].[Na+], predict the reaction product. The product is: [C:10]1([S:16]([N:1]2[C:9]3[C:4](=[CH:5][CH:6]=[CH:7][CH:8]=3)[CH:3]=[CH:2]2)(=[O:18])=[O:17])[CH:15]=[CH:14][CH:13]=[CH:12][CH:11]=1. (6) Given the reactants [NH:1]([C:10]([O:12][C:13]([CH3:16])([CH3:15])[CH3:14])=[O:11])[C@H:2]([C:7]([OH:9])=O)[C@H:3]([CH2:5][CH3:6])[CH3:4].[NH2:17][C@H:18]([C:28]([O:30][CH3:31])=[O:29])[CH2:19][O:20][CH2:21][C:22]1[CH:27]=[CH:26][CH:25]=[CH:24][CH:23]=1.Cl.F[P-](F)(F)(F)(F)F.N1(O[P+](N(C)C)(N(C)C)N(C)C)C2C=CC=CC=2N=N1.CCN(C(C)C)C(C)C, predict the reaction product. The product is: [NH:1]([C:10]([O:12][C:13]([CH3:16])([CH3:15])[CH3:14])=[O:11])[C@H:2]([C:7]([NH:17][C@H:18]([C:28]([O:30][CH3:31])=[O:29])[CH2:19][O:20][CH2:21][C:22]1[CH:23]=[CH:24][CH:25]=[CH:26][CH:27]=1)=[O:9])[C@H:3]([CH2:5][CH3:6])[CH3:4].